Dataset: NCI-60 drug combinations with 297,098 pairs across 59 cell lines. Task: Regression. Given two drug SMILES strings and cell line genomic features, predict the synergy score measuring deviation from expected non-interaction effect. Drug 1: C1=CC(=CC=C1C#N)C(C2=CC=C(C=C2)C#N)N3C=NC=N3. Drug 2: COC1=NC(=NC2=C1N=CN2C3C(C(C(O3)CO)O)O)N. Cell line: UACC-257. Synergy scores: CSS=-3.88, Synergy_ZIP=1.68, Synergy_Bliss=0.538, Synergy_Loewe=-2.22, Synergy_HSA=-2.01.